This data is from Forward reaction prediction with 1.9M reactions from USPTO patents (1976-2016). The task is: Predict the product of the given reaction. (1) Given the reactants Br[C:2]1[CH:3]=[CH:4][C:5]([CH2:8][N:9]2[C:18]3[CH:17]=[CH:16][CH:15]=[CH:14][C:13]=3[C:12]3=[N:19][N:20]([C:23]4[CH:28]=[CH:27][CH:26]=[CH:25][C:24]=4[F:29])[C:21](=[O:22])[C:11]3=[CH:10]2)=[N:6][CH:7]=1.C1(P(C2CCCCC2)C2C=CC=CC=2C2C(C(C)C)=CC(C(C)C)=CC=2C(C)C)CCCCC1.[CH3:64][C:65]1[C:70](B(O)O)=[CH:69][CH:68]=[CH:67][N:66]=1.C(=O)([O-])[O-].[K+].[K+], predict the reaction product. The product is: [F:29][C:24]1[CH:25]=[CH:26][CH:27]=[CH:28][C:23]=1[N:20]1[C:21](=[O:22])[C:11]2=[CH:10][N:9]([CH2:8][C:5]3[N:6]=[CH:7][C:2]([C:70]4[C:65]([CH3:64])=[N:66][CH:67]=[CH:68][CH:69]=4)=[CH:3][CH:4]=3)[C:18]3[CH:17]=[CH:16][CH:15]=[CH:14][C:13]=3[C:12]2=[N:19]1. (2) Given the reactants [O:1]=[C:2]1[NH:6][C@H:5]2[CH2:7][S:8][C@@H:9]([CH2:10][CH2:11][CH2:12][CH2:13][CH2:14][O:15][CH2:16][CH2:17][CH2:18][CH2:19][CH2:20][C:21]([O:23]C)=[O:22])[C@H:4]2[NH:3]1.Cl, predict the reaction product. The product is: [O:1]=[C:2]1[NH:6][C@H:5]2[CH2:7][S:8][C@@H:9]([CH2:10][CH2:11][CH2:12][CH2:13][CH2:14][O:15][CH2:16][CH2:17][CH2:18][CH2:19][CH2:20][C:21]([OH:23])=[O:22])[C@H:4]2[NH:3]1.